Dataset: Catalyst prediction with 721,799 reactions and 888 catalyst types from USPTO. Task: Predict which catalyst facilitates the given reaction. (1) Reactant: C(Cl)(=O)C(Cl)=O.CS(C)=O.[OH:11][CH2:12][CH:13]1[N:17]([CH3:18])[C:16](=[O:19])[CH2:15][CH:14]1[C:20]1[CH:25]=[CH:24][CH:23]=[CH:22][CH:21]=1.CCN(C(C)C)C(C)C. Product: [CH:12]([CH:13]1[N:17]([CH3:18])[C:16](=[O:19])[CH2:15][CH:14]1[C:20]1[CH:25]=[CH:24][CH:23]=[CH:22][CH:21]=1)=[O:11]. The catalyst class is: 4. (2) Reactant: [F:1][C:2]([F:25])([F:24])[C:3]1[CH:8]=[CH:7][C:6]([CH:9]2[C:18]3[C:13](=[CH:14][CH:15]=[CH:16][CH:17]=3)[CH:12]=[CH:11][N:10]2[C:19]([O:21][CH2:22][CH3:23])=[O:20])=[CH:5][CH:4]=1. Product: [F:24][C:2]([F:1])([F:25])[C:3]1[CH:4]=[CH:5][C:6]([CH:9]2[C:18]3[C:13](=[CH:14][CH:15]=[CH:16][CH:17]=3)[CH2:12][CH2:11][N:10]2[C:19]([O:21][CH2:22][CH3:23])=[O:20])=[CH:7][CH:8]=1. The catalyst class is: 50.